Dataset: Catalyst prediction with 721,799 reactions and 888 catalyst types from USPTO. Task: Predict which catalyst facilitates the given reaction. Reactant: [F:1][C:2]1[CH:10]=[C:9]([CH3:11])[C:8]2[NH:7][C:6]3[CH2:12][CH2:13][N:14]4[C@H:18]([C:5]=3[C:4]=2[CH:3]=1)[CH2:17][CH2:16][CH2:15]4.[H-].[Na+].[CH3:21][C:22]1([C:25]2[CH:30]=[CH:29][N:28]=[CH:27][CH:26]=2)[CH2:24][O:23]1. Product: [F:1][C:2]1[CH:10]=[C:9]([CH3:11])[C:8]2[N:7]([CH2:21][C:22]([C:25]3[CH:30]=[CH:29][N:28]=[CH:27][CH:26]=3)([OH:23])[CH3:24])[C:6]3[CH2:12][CH2:13][N:14]4[C@H:18]([C:5]=3[C:4]=2[CH:3]=1)[CH2:17][CH2:16][CH2:15]4. The catalyst class is: 3.